Predict the reactants needed to synthesize the given product. From a dataset of Full USPTO retrosynthesis dataset with 1.9M reactions from patents (1976-2016). (1) Given the product [C:1]([C:3]1[CH:9]=[CH:8][C:6]([NH:7][S:19]([CH2:18][C:17]([F:24])([F:23])[F:16])(=[O:21])=[O:20])=[CH:5][CH:4]=1)#[N:2], predict the reactants needed to synthesize it. The reactants are: [C:1]([C:3]1[CH:9]=[CH:8][C:6]([NH2:7])=[CH:5][CH:4]=1)#[N:2].N1C=CC=CC=1.[F:16][C:17]([F:24])([F:23])[CH2:18][S:19](Cl)(=[O:21])=[O:20].O. (2) Given the product [CH3:15][NH:16][C:4]([C:6]1[CH:11]=[C:10]([Cl:12])[CH:9]=[CH:8][N:7]=1)=[O:3], predict the reactants needed to synthesize it. The reactants are: Cl.C[O:3][C:4]([C:6]1[CH:11]=[C:10]([Cl:12])[CH:9]=[CH:8][N:7]=1)=O.CO.[CH3:15][NH2:16]. (3) Given the product [Cl:1][C:2]1[CH:7]=[CH:6][C:5]([N:8]2[CH:12]=[C:11]([CH:13]=[O:14])[N:10]=[N:9]2)=[C:4]([C:15]2[CH:20]=[C:19]([O:21][CH3:22])[N:18]=[CH:17][N:16]=2)[C:3]=1[F:23], predict the reactants needed to synthesize it. The reactants are: [Cl:1][C:2]1[CH:7]=[CH:6][C:5]([N:8]2[CH:12]=[C:11]([CH2:13][OH:14])[N:10]=[N:9]2)=[C:4]([C:15]2[CH:20]=[C:19]([O:21][CH3:22])[N:18]=[CH:17][N:16]=2)[C:3]=1[F:23].O.C([O-])(O)=O.[Na+]. (4) Given the product [CH2:1]([O:3][C:4]([N:6]1[C:15]2[C:10](=[N:11][C:12]([CH2:54][CH3:55])=[CH:13][CH:14]=2)[C@@H:9]([NH:24][C:25]2[N:30]=[C:29]([CH2:31][C:32]3[CH:37]=[C:36]([C:38]([F:40])([F:41])[F:39])[CH:35]=[C:34]([C:42]([F:43])([F:45])[F:44])[CH:33]=3)[C:28]([N:46]3[CH2:47][CH2:48][O:49][CH2:50][CH2:51]3)=[CH:27][N:26]=2)[CH2:8][C@H:7]1[CH2:52][CH3:53])=[O:5])[CH3:2], predict the reactants needed to synthesize it. The reactants are: [CH2:1]([O:3][C:4]([N:6]1[C:15]2[C:10](=[N:11][C:12](OS(C(F)(F)F)(=O)=O)=[CH:13][CH:14]=2)[C@@H:9]([NH:24][C:25]2[N:30]=[C:29]([CH2:31][C:32]3[CH:37]=[C:36]([C:38]([F:41])([F:40])[F:39])[CH:35]=[C:34]([C:42]([F:45])([F:44])[F:43])[CH:33]=3)[C:28]([N:46]3[CH2:51][CH2:50][O:49][CH2:48][CH2:47]3)=[CH:27][N:26]=2)[CH2:8][C@H:7]1[CH2:52][CH3:53])=[O:5])[CH3:2].[CH2:54]([Al](CC)CC)[CH3:55].CCCCCC.C(=O)([O-])O.[Na+].C(OCC)(=O)C. (5) Given the product [NH2:8][C:6]1[CH:5]=[CH:4][C:3]([C:11]([CH3:16])([CH2:12][OH:13])[CH2:14][OH:15])=[C:2]([F:1])[CH:7]=1, predict the reactants needed to synthesize it. The reactants are: [F:1][C:2]1[CH:7]=[C:6]([N+:8]([O-])=O)[CH:5]=[CH:4][C:3]=1[C:11]([CH3:16])([CH2:14][OH:15])[CH2:12][OH:13].